Dataset: Catalyst prediction with 721,799 reactions and 888 catalyst types from USPTO. Task: Predict which catalyst facilitates the given reaction. (1) Reactant: [CH2:1]([NH:8][C:9]([C:11]1[S:15][C:14]([N:16]2[CH:21]=[CH:20][C:19]([OH:22])=[CH:18][C:17]2=[O:23])=[N:13][C:12]=1[CH3:24])=[O:10])[C:2]1[CH:7]=[CH:6][CH:5]=[CH:4][CH:3]=1.[F:25][C:26]([F:39])([F:38])[S:27](O[S:27]([C:26]([F:39])([F:38])[F:25])(=[O:29])=[O:28])(=[O:29])=[O:28].C(OCC)(=O)C. Product: [F:25][C:26]([F:39])([F:38])[S:27]([O:22][C:19]1[CH:20]=[CH:21][N:16]([C:14]2[S:15][C:11]([C:9](=[O:10])[NH:8][CH2:1][C:2]3[CH:7]=[CH:6][CH:5]=[CH:4][CH:3]=3)=[C:12]([CH3:24])[N:13]=2)[C:17](=[O:23])[CH:18]=1)(=[O:29])=[O:28]. The catalyst class is: 17. (2) Reactant: Cl[C:2]([C:4]1[CH:13]=[CH:12][C:7]([C:8]([O:10][CH3:11])=[O:9])=[CH:6][CH:5]=1)=[O:3].C([N:16]([CH2:19][CH3:20])[CH2:17]C)C.N1CCC1. Product: [N:16]1([C:2]([C:4]2[CH:13]=[CH:12][C:7]([C:8]([O:10][CH3:11])=[O:9])=[CH:6][CH:5]=2)=[O:3])[CH2:17][CH2:20][CH2:19]1. The catalyst class is: 4. (3) Reactant: [C:1]1(=[O:20])[C:9]2[C:4](=[CH:5][C:6]([O:10][C:11]3[CH:16]=[CH:15][C:14]([N+:17]([O-])=O)=[CH:13][CH:12]=3)=[CH:7][CH:8]=2)[CH2:3][NH:2]1. Product: [O:20]=[C:1]1[C:9]2[C:4](=[CH:5][C:6]([O:10][C:11]3[CH:16]=[CH:15][C:14]([NH2:17])=[CH:13][CH:12]=3)=[CH:7][CH:8]=2)[CH2:3][NH:2]1. The catalyst class is: 50. (4) Reactant: CN(C(ON1N=NC2C=CC=CC1=2)=[N+](C)C)C.[B-](F)(F)(F)F.[F:23][C:24]1[CH:29]=[CH:28][C:27]([N:30]2[CH:35]=[CH:34][CH:33]=[C:32]([C:36]([OH:38])=O)[C:31]2=[O:39])=[CH:26][CH:25]=1.[NH2:40][C:41]1[CH:46]=[CH:45][C:44]([CH3:47])=[CH:43][CH:42]=1.C(N(CC)CC)C. Product: [C:44]1([CH3:47])[CH:45]=[CH:46][C:41]([NH:40][C:36]([C:32]2[C:31](=[O:39])[N:30]([C:27]3[CH:26]=[CH:25][C:24]([F:23])=[CH:29][CH:28]=3)[CH:35]=[CH:34][CH:33]=2)=[O:38])=[CH:42][CH:43]=1. The catalyst class is: 3. (5) Reactant: [NH2:1][C:2]1[CH:7]=[CH:6][C:5]([C:8]2[C:16]3[C:15]([NH2:17])=[N:14][CH:13]=[N:12][C:11]=3[N:10]([CH:18]3[CH2:22][CH2:21][CH2:20][CH2:19]3)[CH:9]=2)=[CH:4][C:3]=1[O:23][CH3:24].[C:25]([C:27]1[CH:32]=[CH:31][C:30]([S:33](Cl)(=[O:35])=[O:34])=[CH:29][CH:28]=1)#[N:26]. Product: [NH2:17][C:15]1[C:16]2[C:8]([C:5]3[CH:6]=[CH:7][C:2]([NH:1][S:33]([C:30]4[CH:29]=[CH:28][C:27]([C:25]#[N:26])=[CH:32][CH:31]=4)(=[O:35])=[O:34])=[C:3]([O:23][CH3:24])[CH:4]=3)=[CH:9][N:10]([CH:18]3[CH2:22][CH2:21][CH2:20][CH2:19]3)[C:11]=2[N:12]=[CH:13][N:14]=1. The catalyst class is: 17. (6) Reactant: [Br:1][C:2]1[CH:10]=[CH:9][C:5]([C:6]([OH:8])=[O:7])=[C:4]([CH3:11])[CH:3]=1.[Cl:12]N1C(=O)CCC1=O.O. Product: [Br:1][C:2]1[CH:3]=[C:4]([CH3:11])[C:5]([C:6]([OH:8])=[O:7])=[C:9]([Cl:12])[CH:10]=1. The catalyst class is: 274. (7) Reactant: [Br:1][C:2]1[CH:3]=[N:4][CH:5]=[CH:6][C:7]=1[CH2:8][OH:9].[F:10][C:11]1[CH:16]=[CH:15][C:14](O)=[CH:13][CH:12]=1.C1C=CC(P(C2C=CC=CC=2)C2C=CC=CC=2)=CC=1.N(C(OC(C)(C)C)=O)=NC(OC(C)(C)C)=O. Product: [Br:1][C:2]1[CH:3]=[N:4][CH:5]=[CH:6][C:7]=1[CH2:8][O:9][C:14]1[CH:15]=[CH:16][C:11]([F:10])=[CH:12][CH:13]=1. The catalyst class is: 1. (8) Reactant: [N:1]1[C:10]2[C:5](=[CH:6][CH:7]=[N:8][C:9]=2[OH:11])[CH:4]=[CH:3][CH:2]=1.C(=O)([O-])[O-].[Cs+].[Cs+].[CH2:18](Br)[C:19]1[CH:24]=[CH:23][CH:22]=[CH:21][CH:20]=1. Product: [CH2:18]([C:2]1[CH:3]=[CH:4][C:5]2[CH:6]=[CH:7][NH:8][C:9](=[O:11])[C:10]=2[N:1]=1)[C:19]1[CH:24]=[CH:23][CH:22]=[CH:21][CH:20]=1. The catalyst class is: 3.